This data is from Reaction yield outcomes from USPTO patents with 853,638 reactions. The task is: Predict the reaction yield, written as a fraction of the theoretical maximum amount of product (1.0 means a 100% yield; for example, 0.34 means a 34% yield). (1) The reactants are [Cl:1][C:2]1[CH:3]=[C:4]([CH2:13][C@@H:14]([CH2:19][C:20]([O:22][CH3:23])=[O:21])[C:15]([O:17]C)=O)[C:5]([CH2:11]Cl)=[C:6]2[C:10]=1[NH:9][N:8]=[CH:7]2.Cl.Cl.[NH:26]1[CH:30]=[CH:29][N:28]=[C:27]1[CH2:31][NH2:32].C(N(CC)CC)C.C(O)(=O)C. The catalyst is C(#N)C.ClCCl. The product is [NH:26]1[CH:30]=[CH:29][N:28]=[C:27]1[CH2:31][N:32]1[C:15](=[O:17])[C@H:14]([CH2:19][C:20]([O:22][CH3:23])=[O:21])[CH2:13][C:4]2[CH:3]=[C:2]([Cl:1])[C:10]3[NH:9][N:8]=[CH:7][C:6]=3[C:5]=2[CH2:11]1. The yield is 0.240. (2) The reactants are [CH2:1]([N:8]1[CH2:12][C:11](=[O:13])[CH:10](C(OCC)=O)[CH:9]1[CH3:19])[C:2]1[CH:7]=[CH:6][CH:5]=[CH:4][CH:3]=1.C(=O)([O-])[O-].[Na+].[Na+]. The catalyst is O.S(=O)(=O)(O)O. The product is [CH2:1]([N:8]1[CH:9]([CH3:19])[CH2:10][C:11](=[O:13])[CH2:12]1)[C:2]1[CH:3]=[CH:4][CH:5]=[CH:6][CH:7]=1. The yield is 0.460. (3) The reactants are [Cl:1][C:2]1[CH:3]=[C:4]([C:24](O)=[O:25])[C:5]([C:17]2[CH:22]=[CH:21][CH:20]=[C:19]([F:23])[CH:18]=2)=[C:6](/[N:10]=[N:11]/[N:12]([CH2:15][CH3:16])[CH2:13][CH3:14])[C:7]=1[C:8]#[CH:9].C(N(CC)C(C)C)(C)C.Cl.[CH3:37][NH:38][O:39][CH3:40].Cl. The catalyst is CN(C)C=O.O. The product is [Cl:1][C:2]1[CH:3]=[C:4]([C:24]([N:38]([O:39][CH3:40])[CH3:37])=[O:25])[C:5]([C:17]2[CH:22]=[CH:21][CH:20]=[C:19]([F:23])[CH:18]=2)=[C:6](/[N:10]=[N:11]/[N:12]([CH2:15][CH3:16])[CH2:13][CH3:14])[C:7]=1[C:8]#[CH:9]. The yield is 0.920. (4) The reactants are O[CH2:2][C:3]1[CH:4]=[CH:5][C:6]([CH3:9])=[N:7][CH:8]=1.O=S(Cl)[Cl:12].O. The catalyst is C1(C)C=CC=CC=1.C(Cl)(Cl)Cl. The product is [ClH:12].[Cl:12][CH2:2][C:3]1[CH:4]=[CH:5][C:6]([CH3:9])=[N:7][CH:8]=1. The yield is 0.960.